Dataset: Full USPTO retrosynthesis dataset with 1.9M reactions from patents (1976-2016). Task: Predict the reactants needed to synthesize the given product. (1) Given the product [N:8]1([C:4]2[N:3]=[C:2]([C:21]3[CH:22]=[C:17]([CH:18]=[CH:19][CH:20]=3)[C:15]([O:14][CH3:13])=[O:16])[CH:7]=[CH:6][CH:5]=2)[CH2:12][CH2:11][CH2:10][CH2:9]1, predict the reactants needed to synthesize it. The reactants are: Br[C:2]1[CH:7]=[CH:6][CH:5]=[C:4]([N:8]2[CH2:12][CH2:11][CH2:10][CH2:9]2)[N:3]=1.[CH3:13][O:14][C:15]([C:17]1[CH:18]=[C:19](B(O)O)[CH:20]=[CH:21][CH:22]=1)=[O:16].C(=O)(O)[O-].[Na+]. (2) The reactants are: Cl[C:2]1[CH:7]=[C:6]([C:8]2[CH:13]=[CH:12][C:11]([S:14][C:15]3[CH:20]=[CH:19][CH:18]=[CH:17][C:16]=3[O:21][CH3:22])=[C:10]([C:23]([F:26])([F:25])[F:24])[CH:9]=2)[CH:5]=[CH:4][N:3]=1.OC1CCNC1.[NH:33]1[CH2:38][CH2:37][CH:36]([CH2:39][OH:40])[CH2:35][CH2:34]1. Given the product [CH3:22][O:21][C:16]1[CH:17]=[CH:18][CH:19]=[CH:20][C:15]=1[S:14][C:11]1[CH:12]=[CH:13][C:8]([C:6]2[CH:5]=[CH:4][N:3]=[C:2]([N:33]3[CH2:38][CH2:37][CH:36]([CH2:39][OH:40])[CH2:35][CH2:34]3)[CH:7]=2)=[CH:9][C:10]=1[C:23]([F:26])([F:25])[F:24], predict the reactants needed to synthesize it. (3) Given the product [CH3:1][O:2][C:3](=[O:16])[C:4]1[CH:9]=[CH:8][CH:7]=[C:6]([O:10][C@@H:11]([C:13](=[O:15])[NH:17][C:18]2[CH:25]=[CH:24][C:21]([C:22]#[N:23])=[CH:20][CH:19]=2)[CH3:12])[CH:5]=1, predict the reactants needed to synthesize it. The reactants are: [CH3:1][O:2][C:3](=[O:16])[C:4]1[CH:9]=[CH:8][CH:7]=[C:6]([O:10][C@@H:11]([C:13]([OH:15])=O)[CH3:12])[CH:5]=1.[NH2:17][C:18]1[CH:25]=[CH:24][C:21]([C:22]#[N:23])=[CH:20][CH:19]=1.P(Cl)(Cl)(Cl)=O. (4) Given the product [NH2:29][C:30]1[S:34][C:33]([C:35]2[C:40]([F:41])=[CH:39][CH:38]=[CH:37][C:36]=2[F:42])=[N:32][C:31]=1[C:43]([NH:21][C:5]1[CH:4]=[N:3][N:2]([CH3:1])[C:6]=1[N:7]1[CH2:8][CH2:9][CH:10]([NH2:13])[CH2:11][CH2:12]1)=[O:44], predict the reactants needed to synthesize it. The reactants are: [CH3:1][N:2]1[C:6]([N:7]2[CH2:12][CH2:11][CH:10]([NH:13]C(=O)OC(C)(C)C)[CH2:9][CH2:8]2)=[C:5]([NH2:21])[CH:4]=[N:3]1.C(OC([NH:29][C:30]1[S:34][C:33]([C:35]2[C:40]([F:41])=[CH:39][CH:38]=[CH:37][C:36]=2[F:42])=[N:32][C:31]=1[C:43](O)=[O:44])=O)(C)(C)C.CN(C(ON1N=NC2C=CC=NC1=2)=[N+](C)C)C.F[P-](F)(F)(F)(F)F. (5) The reactants are: C([O-])(O)=O.[Na+].[CH3:6][N:7]([CH3:22])[C:8]1[CH:17]=[CH:16][CH:15]=[C:14]2[C:9]=1[CH:10]=[CH:11][CH:12]=[C:13]2[S:18](Cl)(=[O:20])=[O:19].Cl.CN.[CH2:26]([N:28](CC)CC)C. Given the product [CH3:26][NH:28][S:18]([C:13]1[C:14]2[C:9](=[C:8]([N:7]([CH3:22])[CH3:6])[CH:17]=[CH:16][CH:15]=2)[CH:10]=[CH:11][CH:12]=1)(=[O:20])=[O:19], predict the reactants needed to synthesize it. (6) Given the product [CH2:1]([O:3][C:4]1[C:5](/[C:18](/[CH2:23][CH3:24])=[C:19](/[F:22])\[CH:20]=[O:21])=[CH:6][C:7]2[C:8]([CH3:17])([CH3:16])[CH2:9][CH2:10][C:11]([CH3:14])([CH3:15])[C:12]=2[CH:13]=1)[CH3:2], predict the reactants needed to synthesize it. The reactants are: [CH2:1]([O:3][C:4]1[C:5](/[C:18](/[CH2:23][CH3:24])=[C:19](/[F:22])\[CH2:20][OH:21])=[CH:6][C:7]2[C:8]([CH3:17])([CH3:16])[CH2:9][CH2:10][C:11]([CH3:15])([CH3:14])[C:12]=2[CH:13]=1)[CH3:2].ClCCl.C([N+](CCC)(CCC)CCC)CC.C[N+]1([O-])CCOCC1.